This data is from Reaction yield outcomes from USPTO patents with 853,638 reactions. The task is: Predict the reaction yield, written as a fraction of the theoretical maximum amount of product (1.0 means a 100% yield; for example, 0.34 means a 34% yield). (1) The reactants are [CH3:1][NH:2][C:3]([N:5]1[C:17]2([CH2:22][CH2:21][N:20](C(OC(C)(C)C)=O)[CH2:19][CH2:18]2)[C:9]2=[CH:10][CH:11]=[C:12]([C:13]([F:16])([F:15])[F:14])[N:8]2[CH2:7][CH2:6]1)=[O:4].[ClH:30].O1CCOCC1. The catalyst is C(#N)C. The product is [ClH:30].[CH3:1][NH:2][C:3]([N:5]1[C:17]2([CH2:22][CH2:21][NH:20][CH2:19][CH2:18]2)[C:9]2=[CH:10][CH:11]=[C:12]([C:13]([F:15])([F:16])[F:14])[N:8]2[CH2:7][CH2:6]1)=[O:4]. The yield is 0.990. (2) The reactants are [CH2:1]([C:7]([OH:9])=[O:8])[C@H:2]([OH:6])[C:3]([OH:5])=[O:4].[CH3:10][C:11]1C=CC(S([O-])(=O)=O)=C[CH:12]=1.C1C=C[NH+]=CC=1. The catalyst is COC(OC)(C)C. The product is [CH3:10][C:11]1([CH3:12])[O:6][C@@H:2]([CH2:1][C:7]([OH:9])=[O:8])[C:3](=[O:5])[O:4]1. The yield is 0.580. (3) The reactants are [CH3:1][C:2]1[N:12]=[C:11]([C:13]([F:16])([F:15])[F:14])[CH:10]=[CH:9][C:3]=1[C:4](OCC)=[O:5].[H-].[Al+3].[Li+].[H-].[H-].[H-]. The catalyst is O1CCCC1. The product is [CH3:1][C:2]1[C:3]([CH2:4][OH:5])=[CH:9][CH:10]=[C:11]([C:13]([F:15])([F:14])[F:16])[N:12]=1. The yield is 0.850. (4) The reactants are [F:1][C:2]1[CH:7]=[CH:6][C:5]([CH:8]=[CH:9][C:10]2[CH:15]=[CH:14][C:13]([N+:16]([O-])=O)=[CH:12][CH:11]=2)=[CH:4][CH:3]=1.Cl.[Sn].[OH-].[Na+]. The catalyst is C(O)C. The product is [F:1][C:2]1[CH:3]=[CH:4][C:5]([CH:8]=[CH:9][C:10]2[CH:11]=[CH:12][C:13]([NH2:16])=[CH:14][CH:15]=2)=[CH:6][CH:7]=1. The yield is 0.850. (5) The reactants are [CH2:1]([N:8]1[C:15]([NH2:16])=[C:14]([NH2:17])[C:12](=[O:13])[N:11]([CH2:18][CH2:19][CH3:20])[C:9]1=[O:10])[C:2]1[CH:7]=[CH:6][CH:5]=[CH:4][CH:3]=1.[C:21](O)(=O)[CH2:22][OH:23]. The catalyst is O1CCOCC1. The product is [CH2:18]([N:11]1[C:12](=[O:13])[C:14]2[NH:17][C:21]([CH2:22][OH:23])=[N:16][C:15]=2[N:8]([CH2:1][C:2]2[CH:3]=[CH:4][CH:5]=[CH:6][CH:7]=2)[C:9]1=[O:10])[CH2:19][CH3:20]. The yield is 0.700. (6) The reactants are [OH:1][C:2]1[C:3]([O:32][CH3:33])=[CH:4][C:5]2[N:9]=[CH:8][N:7]([C:10]3[S:14][C:13]([C:15]([O:17][CH3:18])=[O:16])=[C:12]([O:19][CH2:20][C:21]4[CH:26]=[CH:25][CH:24]=[CH:23][C:22]=4[C:27]([F:30])([F:29])[F:28])[CH:11]=3)[C:6]=2[CH:31]=1.C1(P(C2C=CC=CC=2)C2C=CC=CC=2)C=CC=CC=1.[CH3:53][N:54]([CH3:59])[CH2:55][CH2:56][CH2:57]O.N(C(OCC)=O)=NC(OCC)=O. The catalyst is ClCCl. The product is [CH3:53][N:54]([CH3:59])[CH2:55][CH2:56][CH2:57][O:1][C:2]1[C:3]([O:32][CH3:33])=[CH:4][C:5]2[N:9]=[CH:8][N:7]([C:10]3[S:14][C:13]([C:15]([O:17][CH3:18])=[O:16])=[C:12]([O:19][CH2:20][C:21]4[CH:26]=[CH:25][CH:24]=[CH:23][C:22]=4[C:27]([F:30])([F:29])[F:28])[CH:11]=3)[C:6]=2[CH:31]=1. The yield is 0.630. (7) The reactants are [C:1](N1C=CN=C1)(N1C=CN=C1)=O.[C:13]([OH:21])(=O)[C:14]1[CH:19]=[CH:18][CH:17]=[N:16][CH:15]=1.[C:22]([O:25][C:26]([CH3:29])(C)C)(=[O:24])[CH3:23].C([N-]C(C)C)(C)C.[Li+].Cl.FC(F)(F)C(O)=O.C(=O)(O)[O-].[Na+]. The catalyst is O1CCCC1.C1(C)C=CC=CC=1.C(OCC)(=O)C.CCCCCC. The product is [O:21]=[C:13]([C:14]1[CH:15]=[N:16][CH:17]=[CH:18][CH:19]=1)[CH2:1][CH2:23][C:22]([O:25][CH2:26][CH3:29])=[O:24]. The yield is 0.380. (8) The reactants are S([O-])(O)(=O)=O.[K+].C([O:10][C:11]1[O:12][CH2:13][C:14](=O)[C:15]=1C(OC(C)C)=O)(C)C.[Cl:23][C:24]1[N:29]=[CH:28][C:27]([CH2:30][NH:31][CH2:32][CH:33]([F:35])[F:34])=[CH:26][CH:25]=1. The catalyst is C(#N)CCC. The product is [Cl:23][C:24]1[N:29]=[CH:28][C:27]([CH2:30][N:31]([CH2:32][CH:33]([F:35])[F:34])[C:14]2[CH2:13][O:12][C:11](=[O:10])[CH:15]=2)=[CH:26][CH:25]=1. The yield is 0.950. (9) The reactants are [CH:1]1([CH2:6][CH:7]([N:11]2[C:19]3[C:14](=[CH:15][C:16]([O:20][C:21]([F:24])([F:23])[F:22])=[CH:17][CH:18]=3)[C:13](=O)[C:12]2=[O:26])[C:8]([OH:10])=[O:9])[CH2:5][CH2:4][CH2:3][CH2:2]1.O.NN. No catalyst specified. The product is [CH:1]1([CH2:6][CH:7]([N:11]2[C:19]3[C:14](=[CH:15][C:16]([O:20][C:21]([F:22])([F:23])[F:24])=[CH:17][CH:18]=3)[CH2:13][C:12]2=[O:26])[C:8]([OH:10])=[O:9])[CH2:5][CH2:4][CH2:3][CH2:2]1. The yield is 0.920. (10) The catalyst is CCCCCC. The reactants are CC(C[AlH]CC(C)C)C.[CH2:10]([O:17][C:18](=[O:44])[C:19]([NH:36][C:37]([O:39][C:40]([CH3:43])([CH3:42])[CH3:41])=[O:38])([NH:28][C:29]([O:31][C:32]([CH3:35])([CH3:34])[CH3:33])=[O:30])[CH2:20][CH2:21][C:22](=[O:27])N(OC)C)[C:11]1[CH:16]=[CH:15][CH:14]=[CH:13][CH:12]=1. The yield is 0.750. The product is [CH2:10]([O:17][C:18](=[O:44])[C:19]([NH:28][C:29]([O:31][C:32]([CH3:35])([CH3:34])[CH3:33])=[O:30])([NH:36][C:37]([O:39][C:40]([CH3:41])([CH3:42])[CH3:43])=[O:38])[CH2:20][CH2:21][CH:22]=[O:27])[C:11]1[CH:16]=[CH:15][CH:14]=[CH:13][CH:12]=1.